Dataset: Catalyst prediction with 721,799 reactions and 888 catalyst types from USPTO. Task: Predict which catalyst facilitates the given reaction. (1) Reactant: Cl[C:2](OCC1C=CC=CC=1)=[O:3].[CH3:12][CH2:13][CH2:14][CH2:15][CH2:16][CH2:17][CH2:18][CH2:19][C:20]1[CH:21]=[CH:22][C:23]([CH2:26][CH2:27][C:28]([NH2:33])([CH2:31][OH:32])[CH2:29][OH:30])=[CH:24][CH:25]=1.Cl.Cl. Product: [OH:32][CH2:31][C:28]1([CH2:27][CH2:26][C:23]2[CH:22]=[CH:21][C:20]([CH2:19][CH2:18][CH2:17][CH2:16][CH2:15][CH2:14][CH2:13][CH3:12])=[CH:25][CH:24]=2)[CH2:29][O:30][C:2](=[O:3])[NH:33]1. The catalyst class is: 74. (2) Reactant: C[O:2][C:3](=O)[C:4]1[CH:9]=[C:8]([Cl:10])[C:7]([CH2:11][C:12]2[CH:17]=[C:16]([CH:18]([CH3:20])[CH3:19])[C:15](=[O:21])[NH:14][N:13]=2)=[C:6]([Cl:22])[CH:5]=1.[H-].C([Al+]CC(C)C)C(C)C. Product: [Cl:10][C:8]1[CH:9]=[C:4]([CH2:3][OH:2])[CH:5]=[C:6]([Cl:22])[C:7]=1[CH2:11][C:12]1[CH:17]=[C:16]([CH:18]([CH3:20])[CH3:19])[C:15](=[O:21])[NH:14][N:13]=1. The catalyst class is: 7. (3) Reactant: C[O:2][C:3](=[O:39])[C:4]1[CH:9]=[CH:8][C:7]([CH:10]([NH:25][C:26]([NH:28][C@H:29]2[CH2:34][CH2:33][C@H:32]([C:35]([CH3:38])([CH3:37])[CH3:36])[CH2:31][CH2:30]2)=[O:27])[C:11]2[CH:16]=[C:15]([C:17]([F:20])([F:19])[F:18])[CH:14]=[C:13]([C:21]([F:24])([F:23])[F:22])[CH:12]=2)=[CH:6][CH:5]=1.[OH-].[Na+].C(OCC)(=O)C. Product: [F:18][C:17]([F:19])([F:20])[C:15]1[CH:16]=[C:11]([CH:10]([NH:25][C:26]([NH:28][C@H:29]2[CH2:30][CH2:31][C@H:32]([C:35]([CH3:36])([CH3:37])[CH3:38])[CH2:33][CH2:34]2)=[O:27])[C:7]2[CH:6]=[CH:5][C:4]([C:3]([OH:39])=[O:2])=[CH:9][CH:8]=2)[CH:12]=[C:13]([C:21]([F:22])([F:23])[F:24])[CH:14]=1. The catalyst class is: 8. (4) Reactant: [CH2:1]([O:8][C:9]([NH:11][C@H:12]1[CH2:16][CH2:15][N:14]([C@H:17]2[CH2:22][CH2:21][C@@H:20]([N:23]([CH:25]([CH3:27])[CH3:26])[CH3:24])[CH2:19][C@H:18]2C(O)=O)[C:13]1=[O:31])=[O:10])[C:2]1[CH:7]=[CH:6][CH:5]=[CH:4][CH:3]=1.C[N:33]1[CH2:38]COCC1.C1C=CC(P(N=[N+]=[N-])(C2C=CC=CC=2)=[O:46])=CC=1.[CH3:56][Si:57]([CH3:62])([CH3:61])[CH2:58][CH2:59][OH:60]. Product: [CH2:1]([O:8][C:9]([NH:11][C@H:12]1[CH2:16][CH2:15][N:14]([C@H:17]2[CH2:22][CH2:21][C@@H:20]([N:23]([CH:25]([CH3:27])[CH3:26])[CH3:24])[CH2:19][C@H:18]2[NH:33][C:38](=[O:46])[O:60][CH2:59][CH2:58][Si:57]([CH3:62])([CH3:61])[CH3:56])[C:13]1=[O:31])=[O:10])[C:2]1[CH:7]=[CH:6][CH:5]=[CH:4][CH:3]=1. The catalyst class is: 12. (5) Reactant: [Br:1][C:2]1[CH:7]=[CH:6][C:5]([CH2:8][C:9](O)=[O:10])=[C:4]([F:12])[CH:3]=1.C(Cl)(=O)C(Cl)=O.[CH3:19][NH2:20]. Product: [Br:1][C:2]1[CH:7]=[CH:6][C:5]([CH2:8][C:9]([NH:20][CH3:19])=[O:10])=[C:4]([F:12])[CH:3]=1. The catalyst class is: 120. (6) Reactant: [Cl:1][C:2]1[C:3]([O:12][C:13]2[CH:18]=[C:17]([O:19][CH2:20][O:21][CH3:22])[CH:16]=[CH:15][C:14]=2/[CH:23]=[CH:24]/[C:25]([O:27][CH2:28][CH3:29])=[O:26])=[N:4][CH:5]=[C:6]([C:8]([F:11])([F:10])[F:9])[CH:7]=1. Product: [Cl:1][C:2]1[C:3]([O:12][C:13]2[CH:18]=[C:17]([O:19][CH2:20][O:21][CH3:22])[CH:16]=[CH:15][C:14]=2[CH2:23][CH2:24][C:25]([O:27][CH2:28][CH3:29])=[O:26])=[N:4][CH:5]=[C:6]([C:8]([F:9])([F:11])[F:10])[CH:7]=1. The catalyst class is: 178.